Dataset: Forward reaction prediction with 1.9M reactions from USPTO patents (1976-2016). Task: Predict the product of the given reaction. Given the reactants F[C:2]1[CH:7]=[C:6]([O:8][CH2:9][CH2:10][CH2:11][N:12]([CH2:15][CH3:16])[CH2:13][CH3:14])[CH:5]=[CH:4][C:3]=1[N+:17]([O-:19])=[O:18].[CH2:20]([NH2:23])[CH2:21][CH3:22], predict the reaction product. The product is: [CH2:20]([NH:23][C:2]1[CH:7]=[C:6]([O:8][CH2:9][CH2:10][CH2:11][N:12]([CH2:15][CH3:16])[CH2:13][CH3:14])[CH:5]=[CH:4][C:3]=1[N+:17]([O-:19])=[O:18])[CH2:21][CH3:22].